Predict the reaction yield, written as a fraction of the theoretical maximum amount of product (1.0 means a 100% yield; for example, 0.34 means a 34% yield). From a dataset of Reaction yield outcomes from USPTO patents with 853,638 reactions. (1) The reactants are [CH2:1]([O:4][C:5]1([CH3:46])[CH2:10][CH2:9][N:8]([C:11]2[N:16]3[N:17]=[C:18]([C:20](=[O:33])[NH:21][CH2:22][CH:23]([OH:32])[CH2:24][C:25]4[CH:30]=[CH:29][CH:28]=[CH:27][C:26]=4[OH:31])[CH:19]=[C:15]3[N:14]=[C:13]([CH3:34])[C:12]=2[C@H:35]([O:41][C:42]([CH3:45])([CH3:44])[CH3:43])[C:36]([O:38][CH2:39][CH3:40])=[O:37])[CH2:7][CH2:6]1)[CH:2]=[CH2:3].C([O-])([O-])=O.[K+].[K+].Br[CH2:54][CH:55]=[CH2:56].O. The catalyst is CN(C=O)C. The product is [CH2:1]([O:4][C:5]1([CH3:46])[CH2:6][CH2:7][N:8]([C:11]2[N:16]3[N:17]=[C:18]([C:20](=[O:33])[NH:21][CH2:22][CH:23]([OH:32])[CH2:24][C:25]4[CH:30]=[CH:29][CH:28]=[CH:27][C:26]=4[O:31][CH2:56][CH:55]=[CH2:54])[CH:19]=[C:15]3[N:14]=[C:13]([CH3:34])[C:12]=2[C@H:35]([O:41][C:42]([CH3:45])([CH3:44])[CH3:43])[C:36]([O:38][CH2:39][CH3:40])=[O:37])[CH2:9][CH2:10]1)[CH:2]=[CH2:3]. The yield is 0.729. (2) The reactants are [N+:1]([C:4]1[CH:5]=[C:6]([CH:9]=[CH:10][CH:11]=1)[CH:7]=O)([O-:3])=[O:2].[CH3:12][N:13]([CH3:17])[CH2:14][CH2:15][NH2:16].C(O[BH-](OC(=O)C)OC(=O)C)(=O)C.[Na+].[C:32](O[C:32]([C:34]([F:37])([F:36])[F:35])=[O:33])([C:34]([F:37])([F:36])[F:35])=[O:33]. The catalyst is C(O)(=O)C.C(Cl)Cl. The product is [CH3:12][N:13]([CH3:17])[CH2:14][CH2:15][N:16]([CH2:7][C:6]1[CH:9]=[CH:10][CH:11]=[C:4]([N+:1]([O-:3])=[O:2])[CH:5]=1)[C:32](=[O:33])[C:34]([F:37])([F:36])[F:35]. The yield is 0.760. (3) The reactants are [Br:1][C:2]1[CH:3]=[C:4]([OH:8])[CH:5]=[CH:6][CH:7]=1.[H-].[Na+].Br[CH2:12][CH:13]([O:17][CH2:18][CH3:19])[O:14][CH2:15][CH3:16]. The catalyst is CN(C)C=O.C(OCC)(=O)C. The product is [Br:1][C:2]1[CH:7]=[CH:6][CH:5]=[C:4]([O:8][CH2:12][CH:13]([O:17][CH2:18][CH3:19])[O:14][CH2:15][CH3:16])[CH:3]=1. The yield is 0.940. (4) The reactants are [Cl:1][C:2]1[CH:7]=[CH:6][C:5]([CH2:8][CH:9]([NH:14][C:15]([O:17][CH2:18][CH3:19])=[O:16])[C:10]([O:12][CH3:13])=[O:11])=[CH:4][CH:3]=1.[CH2:20]=O. The catalyst is C(O)(=O)C.S(=O)(=O)(O)O.O. The product is [Cl:1][C:2]1[CH:3]=[C:4]2[C:5]([CH2:8][CH:9]([C:10]([O:12][CH3:13])=[O:11])[N:14]([C:15]([O:17][CH2:18][CH3:19])=[O:16])[CH2:20]2)=[CH:6][CH:7]=1. The yield is 0.590. (5) The reactants are [CH3:1][N:2]([C:11]1[CH:12]=[CH:13][CH:14]=[C:15]2[C:19]=1[NH:18][C:17]([C:20]1[S:21][CH:22]([CH2:25][C:26](=[O:33])[N:27]3[CH2:32][CH2:31][S:30][CH2:29][CH2:28]3)[CH2:23][N:24]=1)=[CH:16]2)[S:3]([C:6]1[S:7][CH:8]=[CH:9][CH:10]=1)(=[O:5])=[O:4].[OH:34]OS([O-])=O.[K+].S([O-])([O-])=O.[Na+].[Na+].[OH2:46]. The catalyst is O1CCCC1.C(O)C. The product is [O:46]=[S:30]1(=[O:34])[CH2:29][CH2:28][N:27]([C:26](=[O:33])[CH2:25][CH:22]2[S:21][C:20]([C:17]3[NH:18][C:19]4[C:15]([CH:16]=3)=[CH:14][CH:13]=[CH:12][C:11]=4[N:2]([CH3:1])[S:3]([C:6]3[S:7][CH:8]=[CH:9][CH:10]=3)(=[O:5])=[O:4])=[N:24][CH2:23]2)[CH2:32][CH2:31]1. The yield is 0.440. (6) The reactants are Br[C:2]1[N:6]2[N:7]=[C:8]([NH:27][CH:28]3[CH2:33][CH2:32][CH:31]([NH:34][C:35](=[O:41])[O:36][C:37]([CH3:40])([CH3:39])[CH3:38])[CH2:30][CH2:29]3)[CH:9]=[C:10]([N:11]([CH2:18][C:19]3[CH:24]=[CH:23][C:22]([O:25][CH3:26])=[CH:21][CH:20]=3)[C:12]3[CH:17]=[CH:16][CH:15]=[CH:14][CH:13]=3)[C:5]2=[N:4][CH:3]=1.[CH:42]1(B(O)O)[CH2:44][CH2:43]1.[O-]P([O-])([O-])=O.[K+].[K+].[K+].CCO. The catalyst is C1(C)C=CC=CC=1.C1C=CC([P]([Pd]([P](C2C=CC=CC=2)(C2C=CC=CC=2)C2C=CC=CC=2)([P](C2C=CC=CC=2)(C2C=CC=CC=2)C2C=CC=CC=2)[P](C2C=CC=CC=2)(C2C=CC=CC=2)C2C=CC=CC=2)(C2C=CC=CC=2)C2C=CC=CC=2)=CC=1. The product is [CH:42]1([C:2]2[N:6]3[N:7]=[C:8]([NH:27][CH:28]4[CH2:33][CH2:32][CH:31]([NH:34][C:35](=[O:41])[O:36][C:37]([CH3:40])([CH3:39])[CH3:38])[CH2:30][CH2:29]4)[CH:9]=[C:10]([N:11]([CH2:18][C:19]4[CH:24]=[CH:23][C:22]([O:25][CH3:26])=[CH:21][CH:20]=4)[C:12]4[CH:13]=[CH:14][CH:15]=[CH:16][CH:17]=4)[C:5]3=[N:4][CH:3]=2)[CH2:44][CH2:43]1. The yield is 0.150. (7) The reactants are [NH2:1][C:2]1[CH:10]=[C:9]([Br:11])[C:8]([Cl:12])=[CH:7][C:3]=1[C:4](O)=[O:5].C(O)(=O)C.[CH:17](N)=[NH:18]. The catalyst is CCO. The product is [Br:11][C:9]1[CH:10]=[C:2]2[C:3]([C:4]([OH:5])=[N:18][CH:17]=[N:1]2)=[CH:7][C:8]=1[Cl:12]. The yield is 1.00. (8) The reactants are Br[C:2]1[CH:3]=[C:4]([NH:10][C:11]2[CH:16]=[CH:15][C:14]([N:17]3[CH2:22][CH2:21][N:20]([CH:23]4[CH2:26][O:25][CH2:24]4)[CH2:19][C@@H:18]3[CH2:27][CH3:28])=[CH:13][N:12]=2)[C:5](=[O:9])[N:6]([CH3:8])[CH:7]=1.[B:29]1([B:29]2[O:33][C:32]([CH3:35])([CH3:34])[C:31]([CH3:37])([CH3:36])[O:30]2)[O:33][C:32]([CH3:35])([CH3:34])[C:31]([CH3:37])([CH3:36])[O:30]1.CC(C1C=C(C(C)C)C(C2C=CC=CC=2P(C2CCCCC2)C2CCCCC2)=C(C(C)C)C=1)C.C([O-])(=O)C.[K+]. The catalyst is C1C=CC(/C=C/C(/C=C/C2C=CC=CC=2)=O)=CC=1.C1C=CC(/C=C/C(/C=C/C2C=CC=CC=2)=O)=CC=1.C1C=CC(/C=C/C(/C=C/C2C=CC=CC=2)=O)=CC=1.[Pd].[Pd].O1CCOCC1. The product is [CH2:27]([C@H:18]1[CH2:19][N:20]([CH:23]2[CH2:26][O:25][CH2:24]2)[CH2:21][CH2:22][N:17]1[C:14]1[CH:15]=[CH:16][C:11]([NH:10][C:4]2[C:5](=[O:9])[N:6]([CH3:8])[CH:7]=[C:2]([B:29]3[O:33][C:32]([CH3:35])([CH3:34])[C:31]([CH3:37])([CH3:36])[O:30]3)[CH:3]=2)=[N:12][CH:13]=1)[CH3:28]. The yield is 0.840.